From a dataset of Forward reaction prediction with 1.9M reactions from USPTO patents (1976-2016). Predict the product of the given reaction. Given the reactants [C:1]([C:9]1[CH:35]=[CH:34][C:12]2[N:13]([CH2:17][CH2:18][O:19][C:20]3[CH:33]=[CH:32][C:23]([O:24][CH:25]([CH3:31])[C:26]([O:28][CH2:29][CH3:30])=[O:27])=[CH:22][CH:21]=3)[C:14](=[O:16])[S:15][C:11]=2[CH:10]=1)(=O)[C:2]1[CH:7]=[CH:6][CH:5]=[CH:4][CH:3]=1.[CH3:36][O:37][NH2:38], predict the reaction product. The product is: [CH3:36][O:37][N:38]=[C:1]([C:2]1[CH:3]=[CH:4][CH:5]=[CH:6][CH:7]=1)[C:9]1[CH:35]=[CH:34][C:12]2[N:13]([CH2:17][CH2:18][O:19][C:20]3[CH:21]=[CH:22][C:23]([O:24][CH:25]([CH3:31])[C:26]([O:28][CH2:29][CH3:30])=[O:27])=[CH:32][CH:33]=3)[C:14](=[O:16])[S:15][C:11]=2[CH:10]=1.